From a dataset of Full USPTO retrosynthesis dataset with 1.9M reactions from patents (1976-2016). Predict the reactants needed to synthesize the given product. (1) Given the product [CH3:1][C:2]1([C:12]#[N:13])[CH2:11][CH2:10][C:5](=[O:6])[CH2:4][CH2:3]1, predict the reactants needed to synthesize it. The reactants are: [CH3:1][C:2]1([C:12]#[N:13])[CH2:11][CH2:10][C:5]2(OCC[O:6]2)[CH2:4][CH2:3]1.[OH-].[Na+]. (2) The reactants are: [Cl:1][C:2]1[C:11]([C:12]([OH:14])=O)=[CH:10][C:9]2[C:4](=[CH:5][CH:6]=[CH:7][CH:8]=2)[N:3]=1.[CH3:15][O:16][C:17]1[CH:18]=[C:19]2[C:24](=[CH:25][C:26]=1[O:27][CH3:28])[C@@H:23]([CH3:29])[NH:22][CH2:21][CH2:20]2.CCN(C(C)C)C(C)C.Cl.CN(C)CCCN=C=NCC.ON1C2C=CC=CC=2N=N1. Given the product [Cl:1][C:2]1[C:11]([C:12]([N:22]2[CH2:21][CH2:20][C:19]3[C:24](=[CH:25][C:26]([O:27][CH3:28])=[C:17]([O:16][CH3:15])[CH:18]=3)[C@H:23]2[CH3:29])=[O:14])=[CH:10][C:9]2[C:4](=[CH:5][CH:6]=[CH:7][CH:8]=2)[N:3]=1, predict the reactants needed to synthesize it. (3) The reactants are: [CH2:1]([S:4][C:5]1[N:13]=[C:12]2[C:8]([N:9]=[CH:10][N:11]2[C@@H:14]2[O:26][C@H:25]([CH2:27][O:28]C(=O)C)[C@@H:20]([O:21]C(=O)C)[C@H:15]2[O:16]C(=O)C)=[C:7](Cl)[N:6]=1)[CH2:2][CH3:3].[O:33]([C:35]1[CH:40]=[CH:39][C:38]([CH2:41][CH2:42][NH2:43])=[CH:37][CH:36]=1)[CH3:34]. Given the product [CH2:1]([S:4][C:5]1[N:13]=[C:12]2[C:8]([N:9]=[CH:10][N:11]2[C@@H:14]2[O:26][C@H:25]([CH2:27][OH:28])[C@@H:20]([OH:21])[C@H:15]2[OH:16])=[C:7]([NH:43][CH2:42][CH2:41][C:38]2[CH:39]=[CH:40][C:35]([O:33][CH3:34])=[CH:36][CH:37]=2)[N:6]=1)[CH2:2][CH3:3], predict the reactants needed to synthesize it. (4) Given the product [F:16][C:2]([F:1])([F:15])[C:3]1[NH:4][C:5]2[C:10]([CH:11]=1)=[CH:9][C:8]([CH2:12][NH2:13])=[CH:7][C:6]=2[Br:14], predict the reactants needed to synthesize it. The reactants are: [F:1][C:2]([F:16])([F:15])[C:3]1[NH:4][C:5]2[C:10]([CH:11]=1)=[CH:9][C:8]([C:12]#[N:13])=[CH:7][C:6]=2[Br:14].O1CCCC1.B. (5) Given the product [Cl:19][C:20]1[CH:21]=[C:22]([CH2:23][NH:18][CH:15]2[CH2:14][CH2:13][CH:12]([NH:11][C:2]3[CH:3]=[CH:4][C:5]4[C:10](=[CH:9][CH:8]=[CH:7][CH:6]=4)[N:1]=3)[CH2:17][CH2:16]2)[CH:25]=[CH:26][C:27]=1[Cl:28], predict the reactants needed to synthesize it. The reactants are: [N:1]1[C:10]2[C:5](=[CH:6][CH:7]=[CH:8][CH:9]=2)[CH:4]=[CH:3][C:2]=1[NH:11][CH:12]1[CH2:17][CH2:16][CH:15]([NH2:18])[CH2:14][CH2:13]1.[Cl:19][C:20]1[CH:21]=[C:22]([CH:25]=[CH:26][C:27]=1[Cl:28])[CH:23]=O.